Dataset: Peptide-MHC class I binding affinity with 185,985 pairs from IEDB/IMGT. Task: Regression. Given a peptide amino acid sequence and an MHC pseudo amino acid sequence, predict their binding affinity value. This is MHC class I binding data. (1) The peptide sequence is TEIEPKLDG. The MHC is HLA-B44:03 with pseudo-sequence HLA-B44:03. The binding affinity (normalized) is 0.121. (2) The MHC is HLA-B58:01 with pseudo-sequence HLA-B58:01. The peptide sequence is KTMMQAHDL. The binding affinity (normalized) is 0.600. (3) The peptide sequence is KVMFVIRFK. The MHC is HLA-A11:01 with pseudo-sequence HLA-A11:01. The binding affinity (normalized) is 0.822. (4) The peptide sequence is AVDPAKAYK. The MHC is HLA-B08:01 with pseudo-sequence HLA-B08:01. The binding affinity (normalized) is 0.0847. (5) The peptide sequence is KLFTIAMWL. The MHC is HLA-A68:02 with pseudo-sequence HLA-A68:02. The binding affinity (normalized) is 0.483. (6) The peptide sequence is IFIYSFFTW. The MHC is HLA-A24:02 with pseudo-sequence HLA-A24:02. The binding affinity (normalized) is 0.770. (7) The MHC is HLA-B57:01 with pseudo-sequence HLA-B57:01. The binding affinity (normalized) is 0. The peptide sequence is RPPIFIRRL. (8) The peptide sequence is WSTIWRQLY. The MHC is HLA-B46:01 with pseudo-sequence HLA-B46:01. The binding affinity (normalized) is 0.0847.